This data is from Forward reaction prediction with 1.9M reactions from USPTO patents (1976-2016). The task is: Predict the product of the given reaction. Given the reactants Cl[C:2]1[N:7]([CH3:8])[C:6](=[O:9])[CH:5]=[C:4]([C:10]2[CH:15]=[CH:14][N:13]=[CH:12][N:11]=2)[N:3]=1.Cl.[CH3:17][C:18]1[O:22][N:21]=[C:20]([C:23]2[CH:28]=[CH:27][C:26]([C@@H:29]3[O:34][CH2:33][CH2:32][NH:31][CH2:30]3)=[CH:25][CH:24]=2)[N:19]=1.C(N(CC)CC)C, predict the reaction product. The product is: [CH3:8][N:7]1[C:6](=[O:9])[CH:5]=[C:4]([C:10]2[CH:15]=[CH:14][N:13]=[CH:12][N:11]=2)[N:3]=[C:2]1[N:31]1[CH2:32][CH2:33][O:34][C@@H:29]([C:26]2[CH:27]=[CH:28][C:23]([C:20]3[N:19]=[C:18]([CH3:17])[O:22][N:21]=3)=[CH:24][CH:25]=2)[CH2:30]1.